From a dataset of Forward reaction prediction with 1.9M reactions from USPTO patents (1976-2016). Predict the product of the given reaction. (1) Given the reactants [O:1]=[C:2]1[C:10]2[C:5](=[CH:6]C(C#N)=[CH:8][CH:9]=2)[CH2:4][NH:3]1.OS(O)(=O)=O.[CH3:18][C:19]([OH:21])=[O:20].CCOC(C)=O, predict the reaction product. The product is: [O:1]=[C:2]1[C:10]2[C:5](=[CH:6][C:18]([C:19]([OH:21])=[O:20])=[CH:8][CH:9]=2)[CH2:4][NH:3]1. (2) Given the reactants [CH3:1][Mg]Br.[C:4]([C:7]1[N:11]2[CH2:12][C@H:13]([C:25]3[CH:30]=[CH:29][CH:28]=[C:27]([F:31])[C:26]=3[F:32])[CH2:14][CH2:15][C@@H:16]([NH:17][C:18](=[O:24])[O:19][C:20]([CH3:23])([CH3:22])[CH3:21])[C:10]2=[N:9][CH:8]=1)(=[O:6])[CH3:5], predict the reaction product. The product is: [F:32][C:26]1[C:27]([F:31])=[CH:28][CH:29]=[CH:30][C:25]=1[C@H:13]1[CH2:12][N:11]2[C:7]([C:4]([OH:6])([CH3:1])[CH3:5])=[CH:8][N:9]=[C:10]2[C@H:16]([NH:17][C:18](=[O:24])[O:19][C:20]([CH3:23])([CH3:22])[CH3:21])[CH2:15][CH2:14]1. (3) Given the reactants [C:1]([O:5][C@@H:6]([C:10]1[C:41]([CH3:42])=[CH:40][C:13]2[N:14]=[C:15]([N:17]3[CH2:22][CH2:21][N:20]([C:23](OC(C)(C)C)=O)[CH:19]([C:30]4[CH:31]=[C:32]5[C:36](=[CH:37][CH:38]=4)[N:35]([CH3:39])[N:34]=[CH:33]5)[CH2:18]3)[S:16][C:12]=2[C:11]=1[C:43]1[CH:48]=[CH:47][C:46]([Cl:49])=[CH:45][CH:44]=1)[C:7]([OH:9])=[O:8])([CH3:4])([CH3:3])[CH3:2].C(O[C@@H](C1C(C)=CC2N=C(N3CCN(C)C(C4C=C5C(=CC=4)N(C)N=C5)C3)SC=2C=1C1C=CC(Cl)=CC=1)C(OCC)=O)(C)(C)C, predict the reaction product. The product is: [C:1]([O:5][C@@H:6]([C:10]1[C:41]([CH3:42])=[CH:40][C:13]2[N:14]=[C:15]([N:17]3[CH2:22][CH2:21][N:20]([CH3:23])[CH:19]([C:30]4[CH:31]=[C:32]5[C:36](=[CH:37][CH:38]=4)[N:35]([CH3:39])[N:34]=[CH:33]5)[CH2:18]3)[S:16][C:12]=2[C:11]=1[C:43]1[CH:44]=[CH:45][C:46]([Cl:49])=[CH:47][CH:48]=1)[C:7]([OH:9])=[O:8])([CH3:4])([CH3:2])[CH3:3]. (4) Given the reactants Cl.[CH2:2]([O:4][C:5](=[O:19])[C@@H:6]([NH2:18])[CH2:7][C:8]1[CH:13]=[CH:12][C:11]([OH:14])=[C:10]([N+:15]([O-:17])=[O:16])[CH:9]=1)[CH3:3].C(N(C(C)C)CC)(C)C.[C:29]([O:33][C:34](O[C:34]([O:33][C:29]([CH3:32])([CH3:31])[CH3:30])=[O:35])=[O:35])([CH3:32])([CH3:31])[CH3:30].O, predict the reaction product. The product is: [CH2:2]([O:4][C:5](=[O:19])[C@@H:6]([NH:18][C:34]([O:33][C:29]([CH3:32])([CH3:31])[CH3:30])=[O:35])[CH2:7][C:8]1[CH:13]=[CH:12][C:11]([OH:14])=[C:10]([N+:15]([O-:17])=[O:16])[CH:9]=1)[CH3:3]. (5) Given the reactants Br[C:2]1[C:10]2[C:5](=[CH:6][CH:7]=[CH:8][CH:9]=2)[NH:4][C:3]=1[C:11]1[CH:16]=[CH:15][CH:14]=[CH:13][CH:12]=1.[N+:17]([C:20]1[CH:21]=[C:22](B(O)O)[CH:23]=[CH:24][CH:25]=1)([O-:19])=[O:18].[OH-].[Ba+2].[OH-], predict the reaction product. The product is: [N+:17]([C:20]1[CH:25]=[C:24]([C:2]2[C:10]3[C:5](=[CH:6][CH:7]=[CH:8][CH:9]=3)[NH:4][C:3]=2[C:11]2[CH:16]=[CH:15][CH:14]=[CH:13][CH:12]=2)[CH:23]=[CH:22][CH:21]=1)([O-:19])=[O:18].